From a dataset of Peptide-MHC class II binding affinity with 134,281 pairs from IEDB. Regression. Given a peptide amino acid sequence and an MHC pseudo amino acid sequence, predict their binding affinity value. This is MHC class II binding data. (1) The peptide sequence is RPAEVRKVCYNAVLT. The MHC is DRB5_0101 with pseudo-sequence DRB5_0101. The binding affinity (normalized) is 0.617. (2) The MHC is HLA-DQA10102-DQB10502 with pseudo-sequence HLA-DQA10102-DQB10502. The binding affinity (normalized) is 0.360. The peptide sequence is AKLMRDIPFRVGAVV.